This data is from Forward reaction prediction with 1.9M reactions from USPTO patents (1976-2016). The task is: Predict the product of the given reaction. Given the reactants [C:1](Cl)(=O)C.[F:5][C:6]1[CH:11]=[CH:10][C:9]([C:12]2[C:17](/[CH:18]=[CH:19]/[C@@H:20]([OH:25])[CH2:21][C:22]([OH:24])=[O:23])=[C:16]([CH:26]([CH3:28])[CH3:27])[N:15]=[C:14]([N:29]([CH3:34])[S:30]([CH3:33])(=[O:32])=[O:31])[N:13]=2)=[CH:8][CH:7]=1.C([O-])(O)=O.[Na+], predict the reaction product. The product is: [F:5][C:6]1[CH:11]=[CH:10][C:9]([C:12]2[C:17](/[CH:18]=[CH:19]/[C@@H:20]([OH:25])[CH2:21][C:22]([O:24][CH3:1])=[O:23])=[C:16]([CH:26]([CH3:28])[CH3:27])[N:15]=[C:14]([N:29]([CH3:34])[S:30]([CH3:33])(=[O:32])=[O:31])[N:13]=2)=[CH:8][CH:7]=1.